This data is from Forward reaction prediction with 1.9M reactions from USPTO patents (1976-2016). The task is: Predict the product of the given reaction. (1) The product is: [C:23]([C:22]1[CH:21]=[CH:20][C:19]([S:16]([NH:14][C:5]2[N:6]=[CH:7][C:8]3[C:13]([C:4]=2[CH:1]2[CH2:3][CH2:2]2)=[CH:12][CH:11]=[CH:10][CH:9]=3)(=[O:18])=[O:17])=[CH:26][CH:25]=1)#[N:24]. Given the reactants [CH:1]1([C:4]2[C:13]3[C:8](=[CH:9][CH:10]=[CH:11][CH:12]=3)[CH:7]=[N:6][C:5]=2[NH2:14])[CH2:3][CH2:2]1.Cl[S:16]([C:19]1[CH:26]=[CH:25][C:22]([C:23]#[N:24])=[CH:21][CH:20]=1)(=[O:18])=[O:17], predict the reaction product. (2) Given the reactants [F:1][C:2]1[CH:7]=[C:6]([F:8])[C:5]([F:9])=[CH:4][C:3]=1[C@H:10]1[CH2:19][CH2:18][C:13]2(OCC[O:14]2)[CH2:12][C@@H:11]1[NH:20][C:21](=[O:30])[O:22][CH2:23][C:24]1[CH:29]=[CH:28][CH:27]=[CH:26][CH:25]=1.O1CCOCC1.O, predict the reaction product. The product is: [O:14]=[C:13]1[CH2:12][C@H:11]([NH:20][C:21](=[O:30])[O:22][CH2:23][C:24]2[CH:25]=[CH:26][CH:27]=[CH:28][CH:29]=2)[C@@H:10]([C:3]2[CH:4]=[C:5]([F:9])[C:6]([F:8])=[CH:7][C:2]=2[F:1])[CH2:19][CH2:18]1. (3) Given the reactants O1CCN([C:7]2[CH:12]=[CH:11][C:10]([NH:13][C:14]([C:16]3[CH:17]=[C:18]([CH:26]=[CH:27][CH:28]=3)[CH2:19][S:20][CH2:21][CH2:22][C:23]([OH:25])=[O:24])=[O:15])=[C:9]([C:29]3[CH:34]=[C:33]([C:35](=[O:48])[NH:36][CH2:37][C:38]4[CH:43]=[CH:42][CH:41]=[C:40]([C:44]([F:47])([F:46])[F:45])[CH:39]=4)[CH:32]=[CH:31][N:30]=3)[CH:8]=2)CC1.[CH2:49]([OH:51])[CH3:50], predict the reaction product. The product is: [CH2:49]([O:51][C:7]1[CH:12]=[CH:11][C:10]([NH:13][C:14]([C:16]2[CH:17]=[C:18]([CH:26]=[CH:27][CH:28]=2)[CH2:19][S:20][CH2:21][CH2:22][C:23]([OH:25])=[O:24])=[O:15])=[C:9]([C:29]2[CH:34]=[C:33]([C:35](=[O:48])[NH:36][CH2:37][C:38]3[CH:43]=[CH:42][CH:41]=[C:40]([C:44]([F:45])([F:46])[F:47])[CH:39]=3)[CH:32]=[CH:31][N:30]=2)[CH:8]=1)[CH3:50]. (4) The product is: [NH:26]1[CH2:27][CH2:28][CH:23]([O:22][C:16]2[CH:15]=[C:14]3[C:19]([CH:20]=[N:21][C:12]([NH:11][C:9]4[CH:8]=[CH:7][C:5]5[NH:6][C:2](=[O:1])[NH:3][C:4]=5[CH:10]=4)=[N:13]3)=[CH:18][CH:17]=2)[CH2:24][CH2:25]1. Given the reactants [O:1]=[C:2]1[NH:6][C:5]2[CH:7]=[CH:8][C:9]([NH:11][C:12]3[N:21]=[CH:20][C:19]4[C:14](=[CH:15][C:16]([O:22][CH:23]5[CH2:28][CH2:27][N:26](C(OC(C)(C)C)=O)[CH2:25][CH2:24]5)=[CH:17][CH:18]=4)[N:13]=3)=[CH:10][C:4]=2[NH:3]1, predict the reaction product. (5) Given the reactants C([O:3][C:4](=[O:30])[CH2:5][CH2:6][CH2:7][N:8]1[C:27](=[S:28])[N:11]2[C:12]3[CH:13]=[C:14]([C:18]4[CH:23]=[CH:22][C:21]([N+:24]([O-:26])=[O:25])=[CH:20][CH:19]=4)[S:15][C:16]=3[CH:17]=[C:10]2[C:9]1=[O:29])C.CCCCCC, predict the reaction product. The product is: [N+:24]([C:21]1[CH:22]=[CH:23][C:18]([C:14]2[S:15][C:16]3[CH:17]=[C:10]4[C:9](=[O:29])[N:8]([CH2:7][CH2:6][CH2:5][C:4]([OH:30])=[O:3])[C:27](=[S:28])[N:11]4[C:12]=3[CH:13]=2)=[CH:19][CH:20]=1)([O-:26])=[O:25]. (6) Given the reactants Cl[C:2]1[N:10]=[CH:9][N:8]=[C:7]2[C:3]=1[N:4]=[CH:5][N:6]2[C@@H:11]1[O:17][C@H:16]([CH2:18][OH:19])[C@@H:14]([OH:15])[C@H:12]1[OH:13].[NH:20]1[CH2:25][CH2:24][S:23][CH2:22][CH2:21]1, predict the reaction product. The product is: [C@@H:11]1([N:6]2[CH:5]=[N:4][C:3]3[C:7]2=[N:8][CH:9]=[N:10][C:2]=3[N:20]2[CH2:25][CH2:24][S:23][CH2:22][CH2:21]2)[O:17][C@H:16]([CH2:18][OH:19])[C@@H:14]([OH:15])[C@H:12]1[OH:13]. (7) Given the reactants Br[C:2]1[CH:3]=[C:4]2[C:9](=[CH:10][CH:11]=1)[N:8]=[CH:7][C:6]([C:12]([CH:14]1[CH2:16][CH2:15]1)=[O:13])=[C:5]2[NH:17][C:18]1[CH:19]=[N:20][C:21]([N:24]2[CH2:28][CH2:27][CH:26]([NH:29]C(=O)OC(C)(C)C)[CH2:25]2)=[N:22][CH:23]=1.[Cl:37][C:38]1[CH:43]=[C:42](B2OC(C)(C)C(C)(C)O2)[CH:41]=[C:40]([F:53])[C:39]=1[OH:54], predict the reaction product. The product is: [NH2:29][CH:26]1[CH2:27][CH2:28][N:24]([C:21]2[N:22]=[CH:23][C:18]([NH:17][C:5]3[C:4]4[C:9](=[CH:10][CH:11]=[C:2]([C:42]5[CH:41]=[C:40]([F:53])[C:39]([OH:54])=[C:38]([Cl:37])[CH:43]=5)[CH:3]=4)[N:8]=[CH:7][C:6]=3[C:12]([CH:14]3[CH2:16][CH2:15]3)=[O:13])=[CH:19][N:20]=2)[CH2:25]1.